Dataset: CYP2D6 inhibition data for predicting drug metabolism from PubChem BioAssay. Task: Regression/Classification. Given a drug SMILES string, predict its absorption, distribution, metabolism, or excretion properties. Task type varies by dataset: regression for continuous measurements (e.g., permeability, clearance, half-life) or binary classification for categorical outcomes (e.g., BBB penetration, CYP inhibition). Dataset: cyp2d6_veith. The result is 0 (non-inhibitor). The drug is CC(C)(C)N1C(=O)[C@H]2CC[C@H]3/C(=N\OC[C@@H](O)COCc4ccco4)C[C@@H](O)[C@@H](O)[C@@H]3[C@@H]2C1=O.